Dataset: Full USPTO retrosynthesis dataset with 1.9M reactions from patents (1976-2016). Task: Predict the reactants needed to synthesize the given product. (1) The reactants are: Br[C:2]1[CH:3]=[C:4]2[C:9]([NH:10][C@H:11]3[C@@H:15]([O:16][CH3:17])[CH2:14][N:13]([S:18]([CH3:21])(=[O:20])=[O:19])[CH2:12]3)=[C:8]([C:22]([NH2:24])=[O:23])[CH:7]=[N:6][N:5]2[CH:25]=1.[CH3:26][O:27][C:28]1[N:33]=[CH:32][C:31](B(O)O)=[CH:30][CH:29]=1.CC(C1C=C(C(C)C)C(C2C=CC=CC=2P(C2CCCCC2)C2CCCCC2)=C(C(C)C)C=1)C.P([O-])([O-])([O-])=O.[K+].[K+].[K+]. Given the product [CH3:17][O:16][C@H:15]1[CH2:14][N:13]([S:18]([CH3:21])(=[O:20])=[O:19])[CH2:12][C@H:11]1[NH:10][C:9]1[C:4]2[N:5]([CH:25]=[C:2]([C:31]3[CH:32]=[N:33][C:28]([O:27][CH3:26])=[CH:29][CH:30]=3)[CH:3]=2)[N:6]=[CH:7][C:8]=1[C:22]([NH2:24])=[O:23], predict the reactants needed to synthesize it. (2) Given the product [CH3:14][O:15][C:16](=[O:32])[CH:17]([CH:27]1[CH2:31][CH2:30][CH2:29][N:28]1[C:10]([C:8]1[S:7][C:6]2[CH:13]=[C:2]([Cl:1])[CH:3]=[CH:4][C:5]=2[CH:9]=1)=[O:12])[CH2:18][C:19]1[CH:24]=[CH:23][CH:22]=[C:21]([C:25]#[N:26])[CH:20]=1, predict the reactants needed to synthesize it. The reactants are: [Cl:1][C:2]1[CH:3]=[CH:4][C:5]2[CH:9]=[C:8]([C:10]([OH:12])=O)[S:7][C:6]=2[CH:13]=1.[CH3:14][O:15][C:16](=[O:32])[CH:17]([CH:27]1[CH2:31][CH2:30][CH2:29][NH:28]1)[CH2:18][C:19]1[CH:24]=[CH:23][CH:22]=[C:21]([C:25]#[N:26])[CH:20]=1. (3) The reactants are: C[O:2][C:3](=[O:12])[C:4]1[CH:9]=[CH:8][C:7]([CH:10]=O)=[CH:6][CH:5]=1.OS([O-])=O.[Na+].[CH2:18]([C:22]1[CH:27]=[CH:26][C:25]([C:28]2[CH:33]=[CH:32][C:31]([NH2:34])=[C:30]([NH2:35])[CH:29]=2)=[CH:24][CH:23]=1)[CH2:19][CH2:20][CH3:21].[Li+].[OH-]. Given the product [CH2:18]([C:22]1[CH:23]=[CH:24][C:25]([C:28]2[CH:33]=[CH:32][C:31]3[N:34]=[C:10]([C:7]4[CH:8]=[CH:9][C:4]([C:3]([OH:2])=[O:12])=[CH:5][CH:6]=4)[NH:35][C:30]=3[CH:29]=2)=[CH:26][CH:27]=1)[CH2:19][CH2:20][CH3:21], predict the reactants needed to synthesize it. (4) Given the product [Cl:1][C:2]1[CH:30]=[C:29]([N:25]2[CH2:24][CH2:23][CH:17]([NH:16][C:9](=[O:10])[O:11][C:12]([CH3:15])([CH3:14])[CH3:13])[CH2:28][CH2:26]2)[CH:31]=[CH:4][N:3]=1, predict the reactants needed to synthesize it. The reactants are: [Cl:1][C:2]1C=C(F)C=[CH:4][N:3]=1.[C:9]([N:16]1CCC(N)C[CH2:17]1)([O:11][C:12]([CH3:15])([CH3:14])[CH3:13])=[O:10].[CH3:23][CH2:24][N:25]([CH:29]([CH3:31])[CH3:30])[CH:26]([CH3:28])C. (5) Given the product [CH3:30][N:28]1[N:27]=[C:26]2[CH:32]=[CH:33][C:23]([C:21]3[N:22]=[C:18]([C:16]([NH2:2])=[O:15])[NH:19][C:20]=3[C:34]3[CH:39]=[CH:38][CH:37]=[C:36]([CH3:40])[N:35]=3)=[CH:24][C:25]2=[N:29]1, predict the reactants needed to synthesize it. The reactants are: [Cl-].[NH4+:2].C[Al](C)C.C1(C)C=CC=CC=1.C[O:15][C:16]([C:18]1[NH:19][C:20]([C:34]2[CH:39]=[CH:38][CH:37]=[C:36]([CH3:40])[N:35]=2)=[C:21]([C:23]2[CH:33]=[CH:32][C:26]3=[N:27][N:28]([CH2:30]C)[N:29]=[C:25]3[CH:24]=2)[N:22]=1)=O. (6) Given the product [F:1][C:2]1[CH:3]=[C:4]2[C:8](=[CH:9][C:10]=1[CH3:11])[N:7]([CH:12]1[CH2:13][CH2:14][N:15]([C:18]3([CH3:23])[CH2:22][CH2:21][N:20]([C:25]([O:26][CH2:27][CH3:28])=[O:29])[CH2:19]3)[CH2:16][CH2:17]1)[C:6](=[O:24])[CH2:5]2, predict the reactants needed to synthesize it. The reactants are: [F:1][C:2]1[CH:3]=[C:4]2[C:8](=[CH:9][C:10]=1[CH3:11])[N:7]([CH:12]1[CH2:17][CH2:16][N:15]([C:18]3([CH3:23])[CH2:22][CH2:21][NH:20][CH2:19]3)[CH2:14][CH2:13]1)[C:6](=[O:24])[CH2:5]2.[C:25](Cl)(=[O:29])[O:26][CH2:27][CH3:28]. (7) The reactants are: [NH2:1][C:2]1[S:3][C:4]([NH2:13])=[C:5]([C:10]([O-:12])=[O:11])[C:6]=1[C:7]([O-:9])=[O:8].[S:14]1[CH:18]=[CH:17][CH:16]=[C:15]1[CH:19]=O.[C:21](O)([C:23](F)(F)F)=O.[S:28]1[CH:32]=[CH:31][CH:30]=[C:29]1[C:33]1[S:37][C:36]([CH:38]=O)=[CH:35][CH:34]=1.[CH2:40](O)[CH3:41]. Given the product [S:28]1[CH:32]=[CH:31][CH:30]=[C:29]1[C:33]1[S:37][C:36]([CH:38]=[N:1][C:2]2[S:3][C:4]([N:13]=[CH:19][C:15]3[S:14][CH:18]=[CH:17][CH:16]=3)=[C:5]([C:10]([O:12][CH2:21][CH3:23])=[O:11])[C:6]=2[C:7]([O:9][CH2:40][CH3:41])=[O:8])=[CH:35][CH:34]=1, predict the reactants needed to synthesize it. (8) Given the product [ClH:8].[NH2:12][CH2:13][C@@H:9]([C:4]1[CH:5]=[CH:6][C:7]([Cl:8])=[C:2]([C:23]2[CH:24]=[C:19]([CH:20]=[CH:21][CH:22]=2)[C:17]([OH:18])=[O:16])[CH:3]=1)[CH2:10][C:11]([OH:14])=[O:32], predict the reactants needed to synthesize it. The reactants are: Br[C:2]1[CH:3]=[C:4]([C@@H:9]2[CH2:13][NH:12][C:11](=[O:14])[CH2:10]2)[CH:5]=[CH:6][C:7]=1[Cl:8].C[O:16][C:17]([C:19]1[CH:20]=[C:21](B(O)O)[CH:22]=[CH:23][CH:24]=1)=[O:18].CN(C=[O:32])C.P([O-])([O-])([O-])=O.[K+].[K+].[K+]. (9) Given the product [Cl:35][C:26]1[C:21]([CH2:20][C:18]2[CH:17]=[CH:16][C:10]3/[C:11](=[C:12](/[CH3:15])\[C:13]#[N:14])/[C:5]4[CH:4]=[CH:3][C:2]([F:1])=[CH:32][C:6]=4[O:7][CH2:8][C:9]=3[CH:19]=2)=[C:22]([CH2:29][CH2:30][CH3:31])[N:23]=[C:24]([CH3:28])[N:25]=1, predict the reactants needed to synthesize it. The reactants are: [F:1][C:2]1[CH:3]=[CH:4][C:5]2=[C:6]([CH:32]=1)[O:7][CH2:8][C:9]1[CH:19]=[C:18]([CH2:20][C:21]3[C:26](=O)[NH:25][C:24]([CH3:28])=[N:23][C:22]=3[CH2:29][CH2:30][CH3:31])[CH:17]=[CH:16][C:10]=1/[C:11]/2=[C:12](/[CH3:15])\[C:13]#[N:14].P(Cl)(Cl)([Cl:35])=O. (10) Given the product [C:17]([OH:21])(=[O:20])[CH:18]=[CH2:19].[NH2:3][C:17]([O:21][CH2:22][CH3:23])=[O:20], predict the reactants needed to synthesize it. The reactants are: O=C=[N:3]C1CC(C)(C)CC(C)(CN=C=O)C1.[C:17]([O:21][CH2:22][CH2:23]O)(=[O:20])[CH:18]=[CH2:19].C(O)(=O)C=C.